From a dataset of Reaction yield outcomes from USPTO patents with 853,638 reactions. Predict the reaction yield, written as a fraction of the theoretical maximum amount of product (1.0 means a 100% yield; for example, 0.34 means a 34% yield). (1) The reactants are C(O[C:6]([NH:8][CH2:9][CH2:10][CH2:11][C:12]1[C:13]([C:24]2[CH:29]=[CH:28][N:27]=[CH:26][CH:25]=2)=[C:14]([C:17]2[CH:22]=[CH:21][C:20]([F:23])=[CH:19][CH:18]=2)[NH:15][CH:16]=1)=O)(C)(C)C.[H-].[Al+3].[Li+].[H-].[H-].[H-]. The catalyst is O1CCCC1. The product is [F:23][C:20]1[CH:19]=[CH:18][C:17]([C:14]2[NH:15][CH:16]=[C:12]([CH2:11][CH2:10][CH2:9][NH:8][CH3:6])[C:13]=2[C:24]2[CH:29]=[CH:28][N:27]=[CH:26][CH:25]=2)=[CH:22][CH:21]=1. The yield is 0.960. (2) The reactants are C1([NH2+]C2CCCCC2)CCCCC1.[C:14]([NH:21][C@H:22]([C:26]([O-:28])=[O:27])[CH2:23][O:24][CH3:25])([O:16][C:17]([CH3:20])([CH3:19])[CH3:18])=[O:15].C(N(CC)CC)C.ClC(O[CH2:40][C:41]1[CH:46]=[CH:45][CH:44]=[CH:43][CH:42]=1)=O. The catalyst is ClCCl.CN(C)C1C=CN=CC=1. The product is [CH2:40]([O:27][C:26](=[O:28])[C@@H:22]([NH:21][C:14]([O:16][C:17]([CH3:20])([CH3:19])[CH3:18])=[O:15])[CH2:23][O:24][CH3:25])[C:41]1[CH:46]=[CH:45][CH:44]=[CH:43][CH:42]=1. The yield is 0.880. (3) The reactants are [N:1]1[CH:6]=[CH:5][CH:4]=[CH:3][C:2]=1[C:7]([C:9]1([C:17]2[CH:22]=[CH:21][N:20]=[C:19]([C:23]([F:26])([F:25])[F:24])[CH:18]=2)[CH2:12][C:11]2([O:16][CH2:15][CH2:14][O:13]2)[CH2:10]1)=[O:8].[BH4-].[Na+].O. The catalyst is ClCCl.CO. The product is [N:1]1[CH:6]=[CH:5][CH:4]=[CH:3][C:2]=1[CH:7]([C:9]1([C:17]2[CH:22]=[CH:21][N:20]=[C:19]([C:23]([F:25])([F:26])[F:24])[CH:18]=2)[CH2:12][C:11]2([O:13][CH2:14][CH2:15][O:16]2)[CH2:10]1)[OH:8]. The yield is 0.603. (4) The reactants are [Br:1][C:2]1[C:3]([CH3:9])=[C:4]([CH:6]=[CH:7][CH:8]=1)[NH2:5].[CH3:10][C:11]([O:13]C(C)=O)=O.CC([O-])=O.[K+].C(O[N:28]=O)CC(C)C. The product is [C:11]([N:28]1[CH:9]=[C:3]2[C:4]([CH:6]=[CH:7][CH:8]=[C:2]2[Br:1])=[N:5]1)(=[O:13])[CH3:10]. The yield is 0.980. The catalyst is C1(C)C=CC=CC=1.O. (5) The reactants are [NH2:1][C:2]1[C:7]([F:8])=[CH:6][N:5]=[C:4]([OH:9])[N:3]=1.[CH3:10][O:11][C:12]1[CH:17]=[CH:16][C:15]([S:18](Cl)(=[O:20])=[O:19])=[CH:14][CH:13]=1. The catalyst is C(#N)C. The product is [NH2:1][C:2]1[C:7]([F:8])=[CH:6][N:5]([S:18]([C:15]2[CH:14]=[CH:13][C:12]([O:11][CH3:10])=[CH:17][CH:16]=2)(=[O:20])=[O:19])[C:4](=[O:9])[N:3]=1. The yield is 0.640.